This data is from NCI-60 drug combinations with 297,098 pairs across 59 cell lines. The task is: Regression. Given two drug SMILES strings and cell line genomic features, predict the synergy score measuring deviation from expected non-interaction effect. (1) Drug 1: CS(=O)(=O)CCNCC1=CC=C(O1)C2=CC3=C(C=C2)N=CN=C3NC4=CC(=C(C=C4)OCC5=CC(=CC=C5)F)Cl. Drug 2: C(CC(=O)O)C(=O)CN.Cl. Cell line: CAKI-1. Synergy scores: CSS=18.3, Synergy_ZIP=-3.37, Synergy_Bliss=2.40, Synergy_Loewe=1.44, Synergy_HSA=2.48. (2) Drug 1: C1CN1P(=S)(N2CC2)N3CC3. Drug 2: C1=CC=C(C=C1)NC(=O)CCCCCCC(=O)NO. Cell line: MDA-MB-435. Synergy scores: CSS=8.90, Synergy_ZIP=0.0148, Synergy_Bliss=5.46, Synergy_Loewe=-6.63, Synergy_HSA=-0.707. (3) Drug 1: C1=C(C(=O)NC(=O)N1)N(CCCl)CCCl. Drug 2: C1CNP(=O)(OC1)N(CCCl)CCCl. Cell line: HOP-62. Synergy scores: CSS=39.9, Synergy_ZIP=2.11, Synergy_Bliss=0.236, Synergy_Loewe=-27.2, Synergy_HSA=-0.367. (4) Drug 1: CC1OCC2C(O1)C(C(C(O2)OC3C4COC(=O)C4C(C5=CC6=C(C=C35)OCO6)C7=CC(=C(C(=C7)OC)O)OC)O)O. Drug 2: CCCCCOC(=O)NC1=NC(=O)N(C=C1F)C2C(C(C(O2)C)O)O. Cell line: NCIH23. Synergy scores: CSS=46.2, Synergy_ZIP=-2.21, Synergy_Bliss=-2.59, Synergy_Loewe=-37.7, Synergy_HSA=-2.52. (5) Drug 1: CC1=CC=C(C=C1)C2=CC(=NN2C3=CC=C(C=C3)S(=O)(=O)N)C(F)(F)F. Drug 2: C1=CC=C(C(=C1)C(C2=CC=C(C=C2)Cl)C(Cl)Cl)Cl. Cell line: UACC62. Synergy scores: CSS=-1.57, Synergy_ZIP=0.522, Synergy_Bliss=-0.884, Synergy_Loewe=-3.17, Synergy_HSA=-2.60.